Dataset: Cav3 T-type calcium channel HTS with 100,875 compounds. Task: Binary Classification. Given a drug SMILES string, predict its activity (active/inactive) in a high-throughput screening assay against a specified biological target. (1) The molecule is S(=O)(=O)(N1CCN(CC1)C(=O)COC(=O)c1c(n(nc1C)c1ccccc1)C)c1ccccc1. The result is 0 (inactive). (2) The drug is S(CC(=O)N1c2c(CCc3c1cccc3)cccc2)CC(=O)Nc1ccc(cc1)C. The result is 1 (active). (3) The molecule is S(c1n(CC2OCCC2)c(=O)c2c(n1)cccc2)CC(=O)N1CCN(CC1)c1ccccc1. The result is 0 (inactive). (4) The molecule is O1C(OCc2ccc(cc2)CO)CC(C(C)(C)C)C=C1C(=O)N1CCOCC1. The result is 0 (inactive). (5) The molecule is s1c2c(nc1NC(=O)CSc1nc(ccn1)C)ccc(OC)c2. The result is 0 (inactive). (6) The drug is OC(Cn1c2c(n(c(=O)[nH]c2=O)C)nc1n1nc(cc1C)C)c1ccccc1. The result is 0 (inactive). (7) The compound is O(c1cc(NC(=O)Nc2ccccc2)c(cc1OC)C(O)=O)C. The result is 0 (inactive). (8) The molecule is s1c(C(=O)N\C(C(=O)N2CCOCC2)=C/c2cc3OCOc3cc2)ccc1. The result is 0 (inactive).